Dataset: Catalyst prediction with 721,799 reactions and 888 catalyst types from USPTO. Task: Predict which catalyst facilitates the given reaction. (1) Reactant: [C:1]1([S:7](Cl)(=[O:9])=[O:8])[CH:6]=[CH:5][CH:4]=[CH:3][CH:2]=1.[CH3:11][N:12]1[CH2:17][CH2:16][CH:15]([C:18]2[C:26]3[C:21](=[CH:22][CH:23]=[C:24]([OH:27])[CH:25]=3)[NH:20][CH:19]=2)[CH2:14][CH2:13]1.[OH-].[Na+]. Product: [CH3:11][N:12]1[CH2:17][CH2:16][CH:15]([C:18]2[C:26]3[C:21](=[CH:22][CH:23]=[C:24]([O:27][S:7]([C:1]4[CH:6]=[CH:5][CH:4]=[CH:3][CH:2]=4)(=[O:9])=[O:8])[CH:25]=3)[NH:20][CH:19]=2)[CH2:14][CH2:13]1. The catalyst class is: 1. (2) Reactant: [CH2:1]([NH:3][C:4]1[CH:9]=[CH:8][CH:7]=[C:6]([F:10])[CH:5]=1)[CH3:2].Br.Br[CH2:13][CH2:14][NH2:15]. Product: [CH2:1]([N:3]([C:4]1[CH:9]=[CH:8][CH:7]=[C:6]([F:10])[CH:5]=1)[CH2:13][CH2:14][NH2:15])[CH3:2]. The catalyst class is: 11. (3) Reactant: [Cl:1][C:2]1[CH:3]=[C:4]2[C:8](=[CH:9][CH:10]=1)[NH:7][CH:6]=[C:5]2[CH2:11][CH2:12][NH:13][C:14](=[O:23])[C:15]1[CH:20]=[CH:19][CH:18]=[C:17]([CH2:21]Cl)[CH:16]=1.[F:24][C:25]([F:36])([F:35])[C:26]1[CH:31]=[CH:30][CH:29]=[CH:28][C:27]=1B(O)O.C(=O)([O-])[O-].[Na+].[Na+].[I-].[Na+]. Product: [Cl:1][C:2]1[CH:3]=[C:4]2[C:8](=[CH:9][CH:10]=1)[NH:7][CH:6]=[C:5]2[CH2:11][CH2:12][NH:13][C:14](=[O:23])[C:15]1[CH:20]=[CH:19][CH:18]=[C:17]([CH2:21][C:27]2[CH:28]=[CH:29][CH:30]=[CH:31][C:26]=2[C:25]([F:36])([F:35])[F:24])[CH:16]=1. The catalyst class is: 437.